From a dataset of Forward reaction prediction with 1.9M reactions from USPTO patents (1976-2016). Predict the product of the given reaction. (1) Given the reactants [N+:1]([C:4]1[CH:9]=[CH:8][C:7]([N:10]2[CH2:14][CH2:13][CH2:12][CH:11]2[CH2:15][NH:16][CH2:17][CH2:18][OH:19])=[CH:6][CH:5]=1)([O-])=O, predict the reaction product. The product is: [NH2:1][C:4]1[CH:9]=[CH:8][C:7]([N:10]2[CH2:14][CH2:13][CH2:12][CH:11]2[CH2:15][NH:16][CH2:17][CH2:18][OH:19])=[CH:6][CH:5]=1. (2) Given the reactants [CH3:1][CH:2]([CH3:15])[CH2:3][CH2:4][NH:5][C:6]([C:8]1[N:9]=[N:10][C:11](Cl)=[CH:12][CH:13]=1)=[O:7].[CH2:16]([N:23]1[CH2:28][CH2:27][NH:26][CH2:25][CH2:24]1)[C:17]1[CH:22]=[CH:21][CH:20]=[CH:19][CH:18]=1.N12CCCN=C1CCCCC2, predict the reaction product. The product is: [CH3:1][CH:2]([CH3:15])[CH2:3][CH2:4][NH:5][C:6]([C:8]1[N:9]=[N:10][C:11]([N:26]2[CH2:27][CH2:28][N:23]([CH2:16][C:17]3[CH:18]=[CH:19][CH:20]=[CH:21][CH:22]=3)[CH2:24][CH2:25]2)=[CH:12][CH:13]=1)=[O:7]. (3) The product is: [CH2:1]([O:3][C:4]([C:6]1[C:7](=[O:18])[N:8]([CH2:22][CH:23]2[CH2:26][CH2:25][CH2:24]2)[N:9]=[C:10]([CH2:13][C:14]([CH3:17])([CH3:16])[CH3:15])[C:11]=1[OH:12])=[O:5])[CH3:2]. Given the reactants [CH2:1]([O:3][C:4]([C:6]1[C:7](=[O:18])[NH:8][N:9]=[C:10]([CH2:13][C:14]([CH3:17])([CH3:16])[CH3:15])[C:11]=1[OH:12])=[O:5])[CH3:2].[H-].[Na+].Br[CH2:22][CH:23]1[CH2:26][CH2:25][CH2:24]1, predict the reaction product. (4) The product is: [CH:34]1([CH2:33][NH:32][N:23]2[C:24]3[C:29](=[CH:28][CH:27]=[CH:26][CH:25]=3)[C:30]([OH:31])=[C:21]([C:15]3[NH:14][C:13]4[S:12][CH:11]=[C:10]([CH2:9][NH:8][S:39]([CH3:38])(=[O:41])=[O:40])[C:18]=4[S:17](=[O:19])(=[O:20])[N:16]=3)[C:22]2=[O:37])[CH2:35][CH2:36]1. Given the reactants C(N(CC)CC)C.[NH2:8][CH2:9][C:10]1[C:18]2[S:17](=[O:20])(=[O:19])[N:16]=[C:15]([C:21]3[C:22](=[O:37])[N:23]([NH:32][CH2:33][CH:34]4[CH2:36][CH2:35]4)[C:24]4[C:29]([C:30]=3[OH:31])=[CH:28][CH:27]=[CH:26][CH:25]=4)[NH:14][C:13]=2[S:12][CH:11]=1.[CH3:38][S:39](Cl)(=[O:41])=[O:40], predict the reaction product.